This data is from Full USPTO retrosynthesis dataset with 1.9M reactions from patents (1976-2016). The task is: Predict the reactants needed to synthesize the given product. (1) Given the product [NH:31]1[CH:35]=[C:34]([CH2:36][CH2:37][C:38]([NH:2][CH:3]2[CH2:8][CH2:7][N:6]([C:9]([O:11][CH2:12][C:13]3[CH:18]=[C:17]([C:19]#[N:20])[CH:16]=[C:15]([Cl:21])[CH:14]=3)=[O:10])[CH2:5][CH2:4]2)=[O:39])[N:33]=[N:32]1, predict the reactants needed to synthesize it. The reactants are: Cl.[NH2:2][CH:3]1[CH2:8][CH2:7][N:6]([C:9]([O:11][CH2:12][C:13]2[CH:18]=[C:17]([C:19]#[N:20])[CH:16]=[C:15]([Cl:21])[CH:14]=2)=[O:10])[CH2:5][CH2:4]1.CCN(C(C)C)C(C)C.[NH:31]1[CH:35]=[C:34]([CH2:36][CH2:37][C:38](Cl)=[O:39])[N:33]=[N:32]1. (2) Given the product [CH2:50]([N:57]1[CH2:61][C@H:60]([C:62]2[CH:63]=[CH:64][C:65]([F:68])=[CH:66][CH:67]=2)[C@@H:59]([C@@H:69]([O:27][C:24]2[CH:23]=[CH:22][C:21]([Cl:20])=[CH:26][N:25]=2)[CH3:70])[CH2:58]1)[C:51]1[CH:52]=[CH:53][CH:54]=[CH:55][CH:56]=1, predict the reactants needed to synthesize it. The reactants are: C1C=CC(P(C2C=CC=CC=2)C2C=CC=CC=2)=CC=1.[Cl:20][C:21]1[CH:22]=[CH:23][C:24]([OH:27])=[N:25][CH:26]=1.C1C=CC(COC(/N=N/C(OCC2C=CC=CC=2)=O)=O)=CC=1.[CH2:50]([N:57]1[CH2:61][C@H:60]([C:62]2[CH:67]=[CH:66][C:65]([F:68])=[CH:64][CH:63]=2)[C@@H:59]([C@H:69](O)[CH3:70])[CH2:58]1)[C:51]1[CH:56]=[CH:55][CH:54]=[CH:53][CH:52]=1. (3) Given the product [CH3:35][O:34][C:32]([C:31]1[CH:30]=[C:29]([CH:38]=[CH:37][CH:36]=1)[CH2:28][N:1]1[C:10]2[CH2:9][CH2:8][CH2:7][CH2:6][C:5]=2[C:4](=[O:11])[NH:3][C:2]1=[O:12])=[O:33], predict the reactants needed to synthesize it. The reactants are: [NH:1]1[C:10]2[CH2:9][CH2:8][CH2:7][CH2:6][C:5]=2[C:4](=[O:11])[NH:3][C:2]1=[O:12].C[Si](C)(C)N[Si](C)(C)C.S(=O)(=O)(O)O.Br[CH2:28][C:29]1[CH:30]=[C:31]([CH:36]=[CH:37][CH:38]=1)[C:32]([O:34][CH3:35])=[O:33]. (4) The reactants are: F[C:2]1[CH:7]=[C:6]([F:8])[CH:5]=[CH:4][C:3]=1[C:9]1[N:14]=[CH:13][N:12]=[C:11]([NH:15][C:16]2[CH:21]=[CH:20][CH:19]=[C:18]([CH2:22][S:23]([CH3:26])(=[O:25])=[O:24])[CH:17]=2)[N:10]=1.[CH3:27][CH:28]([CH3:31])[CH2:29][OH:30]. Given the product [F:8][C:6]1[CH:5]=[CH:4][C:3]([C:9]2[N:14]=[CH:13][N:12]=[C:11]([NH:15][C:16]3[CH:21]=[CH:20][CH:19]=[C:18]([CH2:22][S:23]([CH3:26])(=[O:25])=[O:24])[CH:17]=3)[N:10]=2)=[C:2]([O:30][CH2:29][CH:28]([CH3:31])[CH3:27])[CH:7]=1, predict the reactants needed to synthesize it. (5) Given the product [CH3:31][C:32]1([CH3:49])[O:36][C@H:35]([CH2:37][O:27][C:24]2[CH:25]=[CH:26][C:21]([C:3]([C:6]3[CH:11]=[CH:10][C:9]([C:12]#[C:13][C:14]([CH2:15][CH3:16])([OH:17])[CH2:18][CH3:19])=[C:8]([CH3:20])[CH:7]=3)([CH2:4][CH3:5])[CH2:1][CH3:2])=[CH:22][C:23]=2[CH3:28])[CH2:34][O:33]1, predict the reactants needed to synthesize it. The reactants are: [CH2:1]([C:3]([C:21]1[CH:26]=[CH:25][C:24]([OH:27])=[C:23]([CH3:28])[CH:22]=1)([C:6]1[CH:11]=[CH:10][C:9]([C:12]#[C:13][C:14]([CH2:18][CH3:19])([OH:17])[CH2:15][CH3:16])=[C:8]([CH3:20])[CH:7]=1)[CH2:4][CH3:5])[CH3:2].[OH-].[Na+].[CH3:31][C:32]1([CH3:49])[O:36][C@H:35]([CH2:37]OS(C2C=CC(C)=CC=2)(=O)=O)[CH2:34][O:33]1.[NH4+].[Cl-]. (6) Given the product [Br:1][C:2]1[CH:10]=[CH:9][C:5]([C:6]([N:23]2[CH2:24][CH2:25][N:20]([C:14]3[CH:15]=[CH:16][C:17]([CH3:19])=[CH:18][C:13]=3[CH3:12])[CH2:21][CH2:22]2)=[O:8])=[CH:4][C:3]=1[Cl:11], predict the reactants needed to synthesize it. The reactants are: [Br:1][C:2]1[CH:10]=[CH:9][C:5]([C:6]([OH:8])=O)=[CH:4][C:3]=1[Cl:11].[CH3:12][C:13]1[CH:18]=[C:17]([CH3:19])[CH:16]=[CH:15][C:14]=1[N:20]1[CH2:25][CH2:24][NH:23][CH2:22][CH2:21]1.